This data is from Catalyst prediction with 721,799 reactions and 888 catalyst types from USPTO. The task is: Predict which catalyst facilitates the given reaction. Reactant: [C:1]([NH:9][NH2:10])(=O)[C:2]1[CH:7]=[CH:6][CH:5]=[N:4][CH:3]=1.[CH3:11][N:12]=[C:13]=[S:14].NN[C:17](NN)=S.C(N(CCCC)CCCC)CCC.CI. Product: [CH3:11][N:12]1[C:1]([C:2]2[CH:3]=[N:4][CH:5]=[CH:6][CH:7]=2)=[N:9][N:10]=[C:13]1[S:14][CH3:17]. The catalyst class is: 51.